This data is from Reaction yield outcomes from USPTO patents with 853,638 reactions. The task is: Predict the reaction yield, written as a fraction of the theoretical maximum amount of product (1.0 means a 100% yield; for example, 0.34 means a 34% yield). (1) The reactants are [C:1]([NH:4][C@:5]1([C:33](=[O:39])[NH:34][C:35]([CH3:38])([CH3:37])[CH3:36])[C@@H:9]([CH2:10][CH2:11][CH2:12][B:13]2[O:17][C:16]([CH3:19])([CH3:18])[C:15]([CH3:21])([CH3:20])[O:14]2)[CH2:8][C@H:7]([NH:22]C(=O)OCC2C=CC=CC=2)[CH2:6]1)(=[O:3])[CH3:2]. The catalyst is [OH-].[OH-].[Pd+2].C(OCC)(=O)C.CO. The product is [C:1]([NH:4][C@@:5]1([C:33]([NH:34][C:35]([CH3:38])([CH3:37])[CH3:36])=[O:39])[CH2:6][C@@H:7]([NH2:22])[CH2:8][C@@H:9]1[CH2:10][CH2:11][CH2:12][B:13]1[O:17][C:16]([CH3:18])([CH3:19])[C:15]([CH3:20])([CH3:21])[O:14]1)(=[O:3])[CH3:2]. The yield is 1.00. (2) The reactants are [N:1]([C:4]1[CH:10]=[CH:9][C:7]([NH2:8])=[CH:6][CH:5]=1)=[N+:2]=[N-:3].[Br:11][C:12]1[CH:13]=[CH:14][C:15]2[N:16]([CH2:26][CH:27]3[CH2:29][O:28]3)[C:17]3[C:22]([C:23]=2[CH:24]=1)=[CH:21][C:20]([Br:25])=[CH:19][CH:18]=3.[Li+].[Br-]. The catalyst is C1COCC1. The product is [N:1]([C:4]1[CH:10]=[CH:9][C:7]([NH:8][CH2:29][CH:27]([OH:28])[CH2:26][N:16]2[C:17]3[CH:18]=[CH:19][C:20]([Br:25])=[CH:21][C:22]=3[C:23]3[C:15]2=[CH:14][CH:13]=[C:12]([Br:11])[CH:24]=3)=[CH:6][CH:5]=1)=[N+:2]=[N-:3]. The yield is 0.230. (3) The reactants are [CH3:1][O:2][C:3]1[CH:12]=[C:11]([C:13]([O:15][CH3:16])=[O:14])[CH:10]=[C:9]([N+:17]([O-])=O)[C:4]=1[C:5]([O:7][CH3:8])=[O:6].C(O)(=O)C. The catalyst is C1(C)C=CC=CC=1.[Fe]. The product is [NH2:17][C:9]1[CH:10]=[C:11]([C:13]([O:15][CH3:16])=[O:14])[CH:12]=[C:3]([O:2][CH3:1])[C:4]=1[C:5]([O:7][CH3:8])=[O:6]. The yield is 0.510. (4) The catalyst is CC(C)=O. The product is [F:2][C:3]1[CH:4]=[CH:5][C:6]([C:9]2([OH:19])[CH2:10][CH2:11][C:12](=[O:13])[CH2:17][CH2:18]2)=[CH:7][CH:8]=1. The yield is 0.790. The reactants are Cl.[F:2][C:3]1[CH:8]=[CH:7][C:6]([C:9]2([OH:19])[CH2:18][CH2:17][C:12]3(OCC[O:13]3)[CH2:11][CH2:10]2)=[CH:5][CH:4]=1. (5) The reactants are [NH:1]1[CH2:6][CH2:5][O:4][CH2:3][CH2:2]1.[C:7]1([C:13]([C:21]2[CH:26]=[CH:25][CH:24]=[CH:23][CH:22]=2)([C:15]2[CH:20]=[CH:19][CH:18]=[CH:17][CH:16]=2)Cl)[CH:12]=[CH:11][CH:10]=[CH:9][CH:8]=1.C(=O)([O-])[O-].[K+].[K+].C(=O)([O-])O.[Na+]. The catalyst is C(OCC)(=O)C.CN(C)C=O. The product is [C:7]1([C:13]([C:15]2[CH:16]=[CH:17][CH:18]=[CH:19][CH:20]=2)([C:21]2[CH:22]=[CH:23][CH:24]=[CH:25][CH:26]=2)[N:1]2[CH2:6][CH2:5][O:4][CH2:3][CH2:2]2)[CH:8]=[CH:9][CH:10]=[CH:11][CH:12]=1. The yield is 0.710. (6) The reactants are [CH:1]1[C:9]2[C:8]3[CH:10]=[CH:11][CH:12]=[CH:13][C:7]=3[O:6][C:5]=2[CH:4]=[CH:3][CH:2]=1.[N+:14]([O-])([OH:16])=[O:15]. The catalyst is C(O)(C(F)(F)F)=O. The product is [N+:14]([C:3]1[CH:2]=[CH:1][C:9]2[C:8]3[CH:10]=[CH:11][CH:12]=[CH:13][C:7]=3[O:6][C:5]=2[CH:4]=1)([O-:16])=[O:15]. The yield is 0.700.